Dataset: Reaction yield outcomes from USPTO patents with 853,638 reactions. Task: Predict the reaction yield, written as a fraction of the theoretical maximum amount of product (1.0 means a 100% yield; for example, 0.34 means a 34% yield). (1) The reactants are CN(C)C([N:5]1[C:9]2=[N:10][CH:11]=[C:12]([Br:14])[CH:13]=[C:8]2[C:7]([C:15]2[O:19][CH:18]=[N:17][CH:16]=2)=[CH:6]1)=O.[OH-].[Na+]. The catalyst is CCO. The product is [Br:14][C:12]1[CH:13]=[C:8]2[C:7]([C:15]3[O:19][CH:18]=[N:17][CH:16]=3)=[CH:6][NH:5][C:9]2=[N:10][CH:11]=1. The yield is 0.910. (2) The catalyst is C(Cl)(Cl)Cl. The yield is 0.124. The reactants are [CH2:1]([N:8]1[C:13](=[O:14])[C:12]2=[CH:15][CH:16]=[CH:17][N:11]2[N:10]=[C:9]1[CH:18]([NH:21][CH:22]1[CH2:27][CH2:26][CH2:25][CH2:24][CH2:23]1)[CH2:19][CH3:20])[C:2]1[CH:7]=[CH:6][CH:5]=[CH:4][CH:3]=1.[Cl:28][C:29]1[CH:37]=[CH:36][C:32]([C:33](Cl)=[O:34])=[CH:31][CH:30]=1.C(N(CC)CC)C. The product is [CH2:1]([N:8]1[C:13](=[O:14])[C:12]2=[CH:15][CH:16]=[CH:17][N:11]2[N:10]=[C:9]1[CH:18]([N:21]([CH:22]1[CH2:27][CH2:26][CH2:25][CH2:24][CH2:23]1)[C:33](=[O:34])[C:32]1[CH:36]=[CH:37][C:29]([Cl:28])=[CH:30][CH:31]=1)[CH2:19][CH3:20])[C:2]1[CH:3]=[CH:4][CH:5]=[CH:6][CH:7]=1. (3) The reactants are Cl[C:2]1[N:7]=[C:6]([NH:8][CH:9]2[CH2:13][CH2:12][CH2:11][CH2:10]2)[C:5]([N+:14]([O-:16])=[O:15])=[CH:4][N:3]=1.[NH2:17][C:18]1[CH:23]=[CH:22][C:21]([N:24]2[CH2:29][CH2:28][N:27]([CH3:30])[CH2:26][CH2:25]2)=[CH:20][CH:19]=1. The catalyst is C1COCC1.CC(O)C. The product is [CH:9]1([NH:8][C:6]2[C:5]([N+:14]([O-:16])=[O:15])=[CH:4][N:3]=[C:2]([NH:17][C:18]3[CH:19]=[CH:20][C:21]([N:24]4[CH2:25][CH2:26][N:27]([CH3:30])[CH2:28][CH2:29]4)=[CH:22][CH:23]=3)[N:7]=2)[CH2:13][CH2:12][CH2:11][CH2:10]1. The yield is 0.770.